The task is: Predict the reactants needed to synthesize the given product.. This data is from Retrosynthesis with 50K atom-mapped reactions and 10 reaction types from USPTO. (1) Given the product CC1c2nc[nH]c2CCN1C(=O)COc1ccccc1, predict the reactants needed to synthesize it. The reactants are: CC1NCCc2[nH]cnc21.O=C(Cl)COc1ccccc1. (2) Given the product COC(=O)C(Cc1cccnc1NC(=O)C(C)(C)C)NC(=O)OC(C)(C)C, predict the reactants needed to synthesize it. The reactants are: COC(=O)C(=Cc1cccnc1NC(=O)C(C)(C)C)NC(=O)OC(C)(C)C. (3) Given the product CCOC(=O)c1c(-c2ccc(Cl)cc2)csc1NC(=O)c1ccc(F)cc1, predict the reactants needed to synthesize it. The reactants are: CCOC(=O)c1c(-c2ccc(Cl)cc2)csc1N.O=C(Cl)c1ccc(F)cc1. (4) Given the product Cc1cc([N+](=O)[O-])nc(C)c1Oc1ccnc(Cl)c1, predict the reactants needed to synthesize it. The reactants are: Cc1cc([N+](=O)[O-])nc(C)c1Br.Oc1ccnc(Cl)c1. (5) Given the product Cc1ccc(N)c(C)c1NC(=O)CCC1CCCC1, predict the reactants needed to synthesize it. The reactants are: Cc1ccc([N+](=O)[O-])c(C)c1NC(=O)CCC1CCCC1. (6) Given the product Cc1cc(NC(=O)OC(C)(C)C)sc1C(=O)N(C)CCN(C)C(=O)OC(C)(C)C, predict the reactants needed to synthesize it. The reactants are: CNCCN(C)C(=O)OC(C)(C)C.Cc1cc(NC(=O)OC(C)(C)C)sc1C(=O)O.